This data is from hERG Central: cardiac toxicity at 1µM, 10µM, and general inhibition. The task is: Predict hERG channel inhibition at various concentrations. (1) Results: hERG_inhib (hERG inhibition (general)): blocker. The drug is Nc1nc2ccccc2n1CCOc1ccc(F)cc1. (2) Results: hERG_inhib (hERG inhibition (general)): blocker. The molecule is CCN(CC(=O)NCc1ccc(F)cc1)C(=O)CN1CCN(c2ccccc2OC)CC1. (3) The molecule is Cc1ccc(S(=O)(=O)/C(C#N)=C/c2c(N3CCOCC3)nc3c(C)cccn3c2=O)cc1. Results: hERG_inhib (hERG inhibition (general)): blocker. (4) The drug is CCc1ccc(CN2CCC(C(=O)Nc3ccc(Oc4ccccc4)nc3)CC2)o1. Results: hERG_inhib (hERG inhibition (general)): blocker. (5) The molecule is CCOC(=O)C1CCCN(CC(O)COC(c2ccccc2)c2ccccc2)C1. Results: hERG_inhib (hERG inhibition (general)): blocker. (6) The molecule is O=C(CN(Cc1ccco1)C(=O)c1cc(=O)[nH]c2ccccc12)Nc1ccccc1Br. Results: hERG_inhib (hERG inhibition (general)): blocker. (7) The drug is Br.CCCN1CCc2cc(O)cc3c2[C@H]1Cc1ccc(O)c(O)c1-3.O. Results: hERG_inhib (hERG inhibition (general)): blocker. (8) The compound is CC(=O)N1CCN(c2ccc(Nc3ncnc4c3oc3ccccc34)cc2)CC1.Cl. Results: hERG_inhib (hERG inhibition (general)): blocker. (9) The molecule is COc1cc(CC(=O)OCC(=O)Nc2cc([N+](=O)[O-])ccc2Cl)cc(OC)c1OC. Results: hERG_inhib (hERG inhibition (general)): blocker. (10) The compound is Cc1ccc(CN2CCN(CC(=O)N=Nc3c(O)[nH]c4ccccc34)CC2)cc1. Results: hERG_inhib (hERG inhibition (general)): blocker.